From a dataset of Peptide-MHC class I binding affinity with 185,985 pairs from IEDB/IMGT. Regression. Given a peptide amino acid sequence and an MHC pseudo amino acid sequence, predict their binding affinity value. This is MHC class I binding data. (1) The MHC is HLA-C06:02 with pseudo-sequence HLA-C06:02. The binding affinity (normalized) is 0.0489. The peptide sequence is TSTLQEQIGW. (2) The peptide sequence is QSFEEVSAR. The MHC is HLA-B07:02 with pseudo-sequence HLA-B07:02. The binding affinity (normalized) is 0.0847. (3) The peptide sequence is LFDFVNFVK. The MHC is HLA-A31:01 with pseudo-sequence HLA-A31:01. The binding affinity (normalized) is 0.382. (4) The binding affinity (normalized) is 0.627. The MHC is HLA-A32:01 with pseudo-sequence HLA-A32:01. The peptide sequence is QIMEVTARW. (5) The peptide sequence is STGPLHGCK. The MHC is HLA-A69:01 with pseudo-sequence HLA-A69:01. The binding affinity (normalized) is 0.0847. (6) The peptide sequence is DTAACGDII. The MHC is Patr-B0101 with pseudo-sequence Patr-B0101. The binding affinity (normalized) is 0.395. (7) The peptide sequence is KAVRLIKFLY. The MHC is HLA-A23:01 with pseudo-sequence HLA-A23:01. The binding affinity (normalized) is 0.